This data is from Full USPTO retrosynthesis dataset with 1.9M reactions from patents (1976-2016). The task is: Predict the reactants needed to synthesize the given product. (1) Given the product [CH:3]1([CH2:9][C:10]#[C:11][SiH:12]([CH2:15][CH3:16])[CH2:13][CH3:14])[CH2:8][CH2:7][CH2:6][CH2:5][CH2:4]1, predict the reactants needed to synthesize it. The reactants are: [OH-].[K+].[CH:3]1([C:9]#[C:10][CH3:11])[CH2:8][CH2:7][CH2:6][CH2:5][CH2:4]1.[SiH2:12]([CH2:15][CH3:16])[CH2:13][CH3:14]. (2) Given the product [NH4+:14].[OH-:2].[CH3:1][O:2][C:3]1[CH:8]=[C:7]([C:9]([F:12])([F:11])[F:10])[CH:6]=[CH:5][C:4]=1[C:13]1[C:22]2[C:17](=[CH:18][C:19]([S:23]([NH:33][C:29]3[S:28][CH:32]=[CH:31][N:30]=3)(=[O:25])=[O:24])=[CH:20][CH:21]=2)[N:16]=[C:15]([CH3:27])[N:14]=1, predict the reactants needed to synthesize it. The reactants are: [CH3:1][O:2][C:3]1[CH:8]=[C:7]([C:9]([F:12])([F:11])[F:10])[CH:6]=[CH:5][C:4]=1[C:13]1[C:22]2[C:17](=[CH:18][C:19]([S:23](Cl)(=[O:25])=[O:24])=[CH:20][CH:21]=2)[N:16]=[C:15]([CH3:27])[N:14]=1.[S:28]1[CH:32]=[CH:31][N:30]=[C:29]1[NH2:33].CN1C=CN=C1. (3) Given the product [Cl:1][C:2]1[CH:3]=[C:4]([C:12]2[O:16][N:15]=[C:14]([C:17]3[CH:22]=[CH:21][C:20]([OH:23])=[CH:19][C:18]=3[CH2:32][CH3:33])[N:13]=2)[CH:5]=[CH:6][C:7]=1[O:8][CH:9]([CH3:10])[CH3:11], predict the reactants needed to synthesize it. The reactants are: [Cl:1][C:2]1[CH:3]=[C:4]([C:12]2[O:16][N:15]=[C:14]([C:17]3[CH:22]=[CH:21][C:20]([O:23]COCC[Si](C)(C)C)=[CH:19][C:18]=3[CH2:32][CH3:33])[N:13]=2)[CH:5]=[CH:6][C:7]=1[O:8][CH:9]([CH3:11])[CH3:10].CCCC[N+](CCCC)(CCCC)CCCC.[F-]. (4) Given the product [C:15]1([C:14]([C:21]2[CH:22]=[CH:23][CH:24]=[CH:25][CH:26]=2)=[N:2][C@H:3]([C:11]([OH:13])=[O:12])[CH2:4][C:5]2[CH:10]=[CH:9][CH:8]=[CH:7][CH:6]=2)[CH:20]=[CH:19][CH:18]=[CH:17][CH:16]=1, predict the reactants needed to synthesize it. The reactants are: Cl.[NH2:2][C@H:3]([C:11]([OH:13])=[O:12])[CH2:4][C:5]1[CH:10]=[CH:9][CH:8]=[CH:7][CH:6]=1.[C:14](=N)([C:21]1[CH:26]=[CH:25][CH:24]=[CH:23][CH:22]=1)[C:15]1[CH:20]=[CH:19][CH:18]=[CH:17][CH:16]=1. (5) Given the product [CH3:11][C@@H:10]([O:12][C:13]1[CH:18]=[C:17]([C:19]2[CH:20]=[N:21][N:22]([CH:24]3[CH2:29][CH2:28][NH:27][CH2:26][CH2:25]3)[CH:23]=2)[CH:16]=[N:15][C:14]=1[NH2:38])[C:3]1[C:4]([Cl:9])=[CH:5][CH:6]=[C:7]([F:8])[C:2]=1[Cl:1], predict the reactants needed to synthesize it. The reactants are: [Cl:1][C:2]1[C:7]([F:8])=[CH:6][CH:5]=[C:4]([Cl:9])[C:3]=1[CH:10]([O:12][C:13]1[C:14]([NH:38]C(OC(C)(C)C)=O)=[N:15][CH:16]=[C:17]([C:19]2[CH:20]=[N:21][N:22]([CH:24]3[CH2:29][CH2:28][N:27](NC(OC(C)(C)C)=O)[CH2:26][CH2:25]3)[CH:23]=2)[CH:18]=1)[CH3:11].Cl.C(O)C. (6) Given the product [ClH:1].[ClH:1].[NH:24]=[CH:23][O:22][CH2:21][NH:20][CH2:19][CH2:18][CH2:17][C@@H:8]([C:7]([OH:25])=[O:6])[NH2:9], predict the reactants needed to synthesize it. The reactants are: [ClH:1].C([O:6][C:7](=[O:25])[C@H:8]([CH2:17][CH2:18][CH2:19][NH:20][CH2:21][O:22][CH:23]=[NH:24])[NH:9]C(OC(C)(C)C)=O)(C)(C)C.Cl. (7) Given the product [Cl:1][C:2]1[CH:16]=[CH:15][C:5]2[CH:6]([CH2:13][CH3:14])[NH:7][N:8]([CH3:12])[S:9](=[O:11])(=[O:10])[C:4]=2[C:3]=1[Cl:17], predict the reactants needed to synthesize it. The reactants are: [Cl:1][C:2]1[CH:16]=[CH:15][C:5]2[C:6]([CH2:13][CH3:14])=[N:7][N:8]([CH3:12])[S:9](=[O:11])(=[O:10])[C:4]=2[C:3]=1[Cl:17].